Task: Predict hERG channel inhibition at various concentrations.. Dataset: hERG Central: cardiac toxicity at 1µM, 10µM, and general inhibition (1) The drug is CC(C)C(c1nnnn1Cc1ccccc1)N1CCN(Cc2ccc3c(c2)OCO3)CC1. Results: hERG_inhib (hERG inhibition (general)): blocker. (2) The compound is Cc1cc(=O)n(C)c(=O)n1CCCCCCOc1ccc([N+](=O)[O-])cc1. Results: hERG_inhib (hERG inhibition (general)): blocker. (3) The drug is CC(Oc1ccc2c(-c3ccccc3)cc(=O)oc2c1)C(=O)NCc1ccccn1. Results: hERG_inhib (hERG inhibition (general)): blocker. (4) The molecule is O=C(CN1CCCCCC1)N/N=C/c1ccc2ccccc2c1. Results: hERG_inhib (hERG inhibition (general)): blocker. (5) The compound is O=C(NCCCn1ccnc1)/C(=C/c1ccc(F)cc1)NC(=O)c1ccccc1. Results: hERG_inhib (hERG inhibition (general)): blocker. (6) The compound is N=c1c(C(=O)NC2CCCCC2)cc2c(=O)n3ccccc3nc2n1CC1CCCO1. Results: hERG_inhib (hERG inhibition (general)): blocker. (7) The drug is CCc1ccc(N2CCN(C(=O)c3ccc4c(c3)OCO4)CC2)cc1. Results: hERG_inhib (hERG inhibition (general)): blocker. (8) The molecule is O=C(NCCN1CCN(C(=O)c2ccc(F)cc2)CC1)C(=O)NCc1ccccc1. Results: hERG_inhib (hERG inhibition (general)): blocker.